Dataset: Rat liver microsome stability data. Task: Regression/Classification. Given a drug SMILES string, predict its absorption, distribution, metabolism, or excretion properties. Task type varies by dataset: regression for continuous measurements (e.g., permeability, clearance, half-life) or binary classification for categorical outcomes (e.g., BBB penetration, CYP inhibition). Dataset: rlm. The drug is N#CC1(Nc2nc(NCc3ccc(S(N)(=O)=O)cc3)nc3ccc(-c4ccc(F)nc4)nc23)CC1. The result is 0 (unstable in rat liver microsomes).